The task is: Predict the reaction yield, written as a fraction of the theoretical maximum amount of product (1.0 means a 100% yield; for example, 0.34 means a 34% yield).. This data is from Reaction yield outcomes from USPTO patents with 853,638 reactions. (1) The catalyst is O.C(OCC)(=O)C. The product is [CH2:13]([C:17]1[N:18]=[C:19]([CH3:45])[N:20]([C:39]2[CH:40]=[N:41][CH:42]=[CH:43][CH:44]=2)[C:21](=[O:38])[C:22]=1[CH2:23][C:24]1[CH:25]=[CH:26][C:27]([C:30]2[CH:35]=[CH:34][CH:33]=[CH:32][C:31]=2[C:36]2[NH:3][C:4](=[O:7])[O:5][N:37]=2)=[CH:28][CH:29]=1)[CH2:14][CH2:15][CH3:16]. The yield is 0.340. The reactants are [Cl-].O[NH3+:3].[C:4](=[O:7])([O-])[OH:5].[Na+].CS(C)=O.[CH2:13]([C:17]1[N:18]=[C:19]([CH3:45])[N:20]([C:39]2[CH:40]=[N:41][CH:42]=[CH:43][CH:44]=2)[C:21](=[O:38])[C:22]=1[CH2:23][C:24]1[CH:29]=[CH:28][C:27]([C:30]2[C:31]([C:36]#[N:37])=[CH:32][CH:33]=[CH:34][CH:35]=2)=[CH:26][CH:25]=1)[CH2:14][CH2:15][CH3:16]. (2) The yield is 1.00. The catalyst is ClCCl. The product is [C:1]([O:5][C:6]([NH:8][CH2:9][CH2:10][CH2:11][CH2:12][CH2:13][NH:14][S:25]([CH2:24][CH2:23][Cl:22])(=[O:27])=[O:26])=[O:7])([CH3:4])([CH3:3])[CH3:2]. The reactants are [C:1]([O:5][C:6]([NH:8][CH2:9][CH2:10][CH2:11][CH2:12][CH2:13][NH2:14])=[O:7])([CH3:4])([CH3:3])[CH3:2].C(N(CC)CC)C.[Cl:22][CH2:23][CH2:24][S:25](Cl)(=[O:27])=[O:26]. (3) The reactants are C(NC(C)C)(C)C.[Li]CCCC.[Br:13][C:14]1[CH:19]=[CH:18][N:17]=[C:16]2[N:20]([S:23]([C:26]3[CH:31]=[CH:30][CH:29]=[CH:28][CH:27]=3)(=[O:25])=[O:24])[CH:21]=[CH:22][C:15]=12.Cl[Si:33]([CH3:36])([CH3:35])[CH3:34]. The catalyst is C1COCC1. The product is [Br:13][C:14]1[CH:19]=[CH:18][N:17]=[C:16]2[N:20]([S:23]([C:26]3[CH:31]=[CH:30][CH:29]=[CH:28][CH:27]=3)(=[O:25])=[O:24])[C:21]([Si:33]([CH3:36])([CH3:35])[CH3:34])=[CH:22][C:15]=12. The yield is 0.820. (4) The reactants are [Cl:1][C:2]1[CH:7]=[CH:6][CH:5]=[CH:4][C:3]=1[CH2:8][N:9]1[CH:13]=[C:12]([C:14]2[CH:19]=[C:18]([C:20]3[N:21]=[N:22][NH:23][N:24]=3)[CH:17]=[CH:16][N:15]=2)[N:11]=[CH:10]1.CI.[C:27](=O)([O-])[O-].[K+].[K+]. The catalyst is CN(C=O)C. The product is [Cl:1][C:2]1[CH:7]=[CH:6][CH:5]=[CH:4][C:3]=1[CH2:8][N:9]1[CH:13]=[C:12]([C:14]2[CH:19]=[C:18]([C:20]3[N:21]=[N:22][N:23]([CH3:27])[N:24]=3)[CH:17]=[CH:16][N:15]=2)[N:11]=[CH:10]1. The yield is 0.950. (5) The catalyst is CN(C)C=O.O. The product is [Cl:8][C:7]1[CH:6]=[CH:5][C:4]([O:9][C:11]2[CH:16]=[CH:15][C:14]([N+:17]([O-:19])=[O:18])=[CH:13][C:12]=2[O:20][CH3:21])=[CH:3][C:2]=1[Cl:1]. The yield is 0.820. The reactants are [Cl:1][C:2]1[CH:3]=[C:4]([OH:9])[CH:5]=[CH:6][C:7]=1[Cl:8].F[C:11]1[CH:16]=[CH:15][C:14]([N+:17]([O-:19])=[O:18])=[CH:13][C:12]=1[O:20][CH3:21].C(=O)([O-])[O-].[K+].[K+]. (6) The yield is 0.530. The reactants are [N:1]12[CH2:8][CH2:7][CH:4]([CH2:5][CH2:6]1)[C@@H:3]([O:9][C:10]1[N:15]=[N:14][C:13]([C:16]3[CH:17]=[C:18]4[C:22](=[CH:23][CH:24]=3)[NH:21][CH:20]=[C:19]4[CH2:25][N:26]([CH3:28])[CH3:27])=[CH:12][CH:11]=1)[CH2:2]2.[C:29]([OH:36])(=[O:35])/[CH:30]=[CH:31]/[C:32]([OH:34])=[O:33]. The catalyst is CCOC(C)=O.CO. The product is [C:29]([OH:36])(=[O:35])/[CH:30]=[CH:31]/[C:32]([OH:34])=[O:33].[C:29]([OH:36])(=[O:35])/[CH:30]=[CH:31]/[C:32]([OH:34])=[O:33].[N:1]12[CH2:8][CH2:7][CH:4]([CH2:5][CH2:6]1)[C@@H:3]([O:9][C:10]1[N:15]=[N:14][C:13]([C:16]3[CH:17]=[C:18]4[C:22](=[CH:23][CH:24]=3)[NH:21][CH:20]=[C:19]4[CH2:25][N:26]([CH3:28])[CH3:27])=[CH:12][CH:11]=1)[CH2:2]2. (7) The reactants are [CH3:1][C:2]1[CH:7]=[CH:6][C:5]([S:8]([O:11][CH2:12][CH:13]2[CH2:17][C:16]3[CH:18]=[CH:19][CH:20]=[C:21](OS(C(F)(F)F)(=O)=O)[C:15]=3[O:14]2)(=[O:10])=[O:9])=[CH:4][CH:3]=1.[F:30][C:31]([F:46])([F:45])[C:32]1[CH:33]=[C:34](B(O)O)[CH:35]=[C:36]([C:38]([F:41])([F:40])[F:39])[CH:37]=1.P([O-])([O-])([O-])=O.[K+].[K+].[K+]. The catalyst is O1CCOCC1.C(OCC)C.C1C=CC([P]([Pd]([P](C2C=CC=CC=2)(C2C=CC=CC=2)C2C=CC=CC=2)([P](C2C=CC=CC=2)(C2C=CC=CC=2)C2C=CC=CC=2)[P](C2C=CC=CC=2)(C2C=CC=CC=2)C2C=CC=CC=2)(C2C=CC=CC=2)C2C=CC=CC=2)=CC=1. The product is [CH3:1][C:2]1[CH:3]=[CH:4][C:5]([S:8]([O:11][CH2:12][CH:13]2[CH2:17][C:16]3[CH:18]=[CH:19][CH:20]=[C:21]([C:34]4[CH:35]=[C:36]([C:38]([F:41])([F:39])[F:40])[CH:37]=[C:32]([C:31]([F:30])([F:46])[F:45])[CH:33]=4)[C:15]=3[O:14]2)(=[O:9])=[O:10])=[CH:6][CH:7]=1. The yield is 0.660.